This data is from Forward reaction prediction with 1.9M reactions from USPTO patents (1976-2016). The task is: Predict the product of the given reaction. (1) Given the reactants [C:1]([C:3]1[CH:4]=[C:5]([N+:15]([O-:17])=[O:16])[C:6]([C:12]([OH:14])=O)=[N:7][C:8]=1[O:9][CH2:10][CH3:11])#[N:2].O.ON1C2C=CC=CC=2N=N1.Cl.C(N=C=NCCCN(C)C)C.Cl.Cl.Cl.[N:44]1[CH:49]=[CH:48][CH:47]=[CH:46][C:45]=1[C:50]1[S:51][C:52]([CH2:55][N:56]2[CH2:61][CH2:60][CH:59]([CH2:62][NH2:63])[CH2:58][CH2:57]2)=[CH:53][N:54]=1.C(N(CC)C(C)C)(C)C, predict the reaction product. The product is: [C:1]([C:3]1[CH:4]=[C:5]([N+:15]([O-:17])=[O:16])[C:6]([C:12]([NH:63][CH2:62][CH:59]2[CH2:60][CH2:61][N:56]([CH2:55][C:52]3[S:51][C:50]([C:45]4[CH:46]=[CH:47][CH:48]=[CH:49][N:44]=4)=[N:54][CH:53]=3)[CH2:57][CH2:58]2)=[O:14])=[N:7][C:8]=1[O:9][CH2:10][CH3:11])#[N:2]. (2) Given the reactants [OH-].[Li+].C([O:6][CH:7]([C:9]1[O:13][N:12]=[C:11]([C:14]2[CH:19]=[CH:18][CH:17]=[C:16]([Cl:20])[CH:15]=2)[N:10]=1)[CH3:8])(=O)C, predict the reaction product. The product is: [Cl:20][C:16]1[CH:15]=[C:14]([C:11]2[N:10]=[C:9]([CH:7]([OH:6])[CH3:8])[O:13][N:12]=2)[CH:19]=[CH:18][CH:17]=1. (3) Given the reactants [F:1][C:2]([F:18])([C:9]([F:17])([F:16])[C:10]([F:15])([F:14])[CH:11]([F:13])[F:12])[CH2:3][CH:4]([C:7]#[N:8])[C:5]#[N:6].Br[CH2:20][CH:21]1[CH2:23][CH2:22]1.C(=O)([O-])[O-].[K+].[K+].Cl, predict the reaction product. The product is: [CH:21]1([CH2:20][C:4]([CH2:3][C:2]([F:18])([F:1])[C:9]([F:16])([F:17])[C:10]([F:14])([F:15])[CH:11]([F:13])[F:12])([C:7]#[N:8])[C:5]#[N:6])[CH2:23][CH2:22]1. (4) Given the reactants [F:1][C:2]1[CH:12]=[N:11][CH:10]=[CH:9][C:3]=1[C:4](OCC)=[O:5].[H-].[H-].[H-].[H-].[Li+].[Al+3], predict the reaction product. The product is: [F:1][C:2]1[CH:12]=[N:11][CH:10]=[CH:9][C:3]=1[CH2:4][OH:5]. (5) Given the reactants [CH3:1][O:2][C:3]1[CH:4]=[C:5]2[C:10](=[CH:11][CH:12]=1)[C:9](=[O:13])[CH2:8][CH2:7][CH2:6]2.C([N-]C(C)C)(C)C.[Li+].I[CH2:23][CH2:24][CH2:25][CH3:26], predict the reaction product. The product is: [CH2:23]([CH:8]1[CH2:7][CH2:6][C:5]2[C:10](=[CH:11][CH:12]=[C:3]([O:2][CH3:1])[CH:4]=2)[C:9]1=[O:13])[CH2:24][CH2:25][CH3:26]. (6) The product is: [ClH:18].[F:32][C:23]1[C:24]2[O:29][CH2:28][C:27](=[O:30])[NH:26][C:25]=2[CH:31]=[C:21]([CH2:20][CH2:19][N:15]2[CH2:16][CH2:17][N:12]([C:8]3[CH:7]=[CH:6][CH:5]=[C:4]4[C:9]=3[CH:10]=[CH:11][C:2]([CH3:1])=[N:3]4)[CH2:13][CH2:14]2)[CH:22]=1. Given the reactants [CH3:1][C:2]1[CH:11]=[CH:10][C:9]2[C:4](=[CH:5][CH:6]=[CH:7][C:8]=2[N:12]2[CH2:17][CH2:16][NH:15][CH2:14][CH2:13]2)[N:3]=1.[Cl:18][CH2:19][CH2:20][C:21]1[CH:22]=[C:23]([F:32])[C:24]2[O:29][CH2:28][C:27](=[O:30])[NH:26][C:25]=2[CH:31]=1, predict the reaction product. (7) Given the reactants [CH:1]1([C:4]2[CH:9]=[C:8]([CH2:10][OH:11])[C:7]([O:12][CH2:13][CH3:14])=[CH:6][C:5]=2[C:15]2[CH:20]=[CH:19][CH:18]=[C:17]([F:21])[CH:16]=2)[CH2:3][CH2:2]1, predict the reaction product. The product is: [CH:1]1([C:4]2[CH:9]=[C:8]([CH:10]=[O:11])[C:7]([O:12][CH2:13][CH3:14])=[CH:6][C:5]=2[C:15]2[CH:20]=[CH:19][CH:18]=[C:17]([F:21])[CH:16]=2)[CH2:3][CH2:2]1. (8) Given the reactants [NH2:1][C:2]1[CH:10]=[CH:9][C:8]([Cl:11])=[CH:7][C:3]=1[C:4]([OH:6])=O.[CH:12]1([C:15]2[CH:34]=[CH:33][C:18]([CH2:19][NH:20][CH2:21][CH2:22][C:23]3[CH:28]=[CH:27][CH:26]=[C:25]([C:29]([F:32])([F:31])[F:30])[CH:24]=3)=[CH:17][CH:16]=2)[CH2:14][CH2:13]1.CN(C(ON1N=NC2C=CC=CC1=2)=[N+](C)C)C.F[P-](F)(F)(F)(F)F.CN1CCOCC1, predict the reaction product. The product is: [NH2:1][C:2]1[CH:10]=[CH:9][C:8]([Cl:11])=[CH:7][C:3]=1[C:4]([N:20]([CH2:19][C:18]1[CH:17]=[CH:16][C:15]([CH:12]2[CH2:14][CH2:13]2)=[CH:34][CH:33]=1)[CH2:21][CH2:22][C:23]1[CH:28]=[CH:27][CH:26]=[C:25]([C:29]([F:30])([F:31])[F:32])[CH:24]=1)=[O:6].